Dataset: Experimentally validated miRNA-target interactions with 360,000+ pairs, plus equal number of negative samples. Task: Binary Classification. Given a miRNA mature sequence and a target amino acid sequence, predict their likelihood of interaction. Result: 0 (no interaction). The miRNA is gga-miR-146b-3p with sequence CCCUAUGGAUUCAGUUCUGC. The protein sequence of the target gene is MAGLLTLLGPAGRVSTRLRPLAPWLLGTATSCAPPLWALALSHPVPDARLLRTARGDCLSRQEPNRTPEPGGSVTGTEKKLSRTQQLKKVFQEYGAVGVSMHIGISLVSLGIFYTVVSSGIDMSAILLKLGFKESLVQSKMAAGTSTFVVAYAIHKLFAPVRISITLVSVPFVVRYFRSVGLFKPPATKP.